Dataset: Forward reaction prediction with 1.9M reactions from USPTO patents (1976-2016). Task: Predict the product of the given reaction. (1) Given the reactants [C:1]([C:4]1[CH:12]=[C:11]2[C:7]([C:8]3[C:16]([C:17]4[CH:22]=[CH:21][CH:20]=[C:19]([N:23]5[C:32](=[O:33])[C:31]6[C:26](=[CH:27][CH:28]=[CH:29][CH:30]=6)[N:25]=[CH:24]5)[C:18]=4[CH3:34])=[CH:15][N:14]=[C:13]([C:35]([NH2:37])=[O:36])[C:9]=3[NH:10]2)=[CH:6][CH:5]=1)(=[O:3])[CH3:2].[CH3:38][Mg]Br, predict the reaction product. The product is: [OH:3][C:1]([C:4]1[CH:12]=[C:11]2[C:7]([C:8]3[C:16]([C:17]4[CH:22]=[CH:21][CH:20]=[C:19]([N:23]5[C:32](=[O:33])[C:31]6[C:26](=[CH:27][CH:28]=[CH:29][CH:30]=6)[N:25]=[CH:24]5)[C:18]=4[CH3:34])=[CH:15][N:14]=[C:13]([C:35]([NH2:37])=[O:36])[C:9]=3[NH:10]2)=[CH:6][CH:5]=1)([CH3:38])[CH3:2]. (2) The product is: [N:10]1([C:3]2[C:4]3=[N:5][CH:6]=[CH:7][CH:8]=[C:9]3[N:1]([S:49]([C:45]3[CH:46]=[CH:47][CH:48]=[C:43]([N:38]4[CH2:42][CH2:41][CH2:40][CH2:39]4)[CH:44]=3)(=[O:50])=[O:51])[CH:2]=2)[CH2:11][CH2:12][NH:13][CH2:14][CH2:15]1. Given the reactants [NH:1]1[C:9]2[C:4](=[N:5][CH:6]=[CH:7][CH:8]=2)[C:3]([N:10]2[CH2:15][CH2:14][N:13](C(OC(C)(C)C)=O)[CH2:12][CH2:11]2)=[CH:2]1.CN(C)C=O.C[Si]([N-][Si](C)(C)C)(C)C.[Na+].[N:38]1([C:43]2[CH:44]=[C:45]([S:49](Cl)(=[O:51])=[O:50])[CH:46]=[CH:47][CH:48]=2)[CH2:42][CH2:41][CH2:40][CH2:39]1.CN(CC)C.C(Cl)Cl.FC(F)(F)C(O)=O, predict the reaction product. (3) Given the reactants CO[C:3]([C:5]1[NH:6][N:7]=[C:8]([O:10][CH2:11][C:12]2[C:13]([C:18]3[CH:23]=[CH:22][C:21]([F:24])=[CH:20][CH:19]=3)=[N:14][O:15][C:16]=2[CH3:17])[CH:9]=1)=[O:4].[CH:25]([NH2:28])([CH3:27])[CH3:26], predict the reaction product. The product is: [CH:25]([NH:28][C:3]([C:5]1[NH:6][N:7]=[C:8]([O:10][CH2:11][C:12]2[C:13]([C:18]3[CH:19]=[CH:20][C:21]([F:24])=[CH:22][CH:23]=3)=[N:14][O:15][C:16]=2[CH3:17])[CH:9]=1)=[O:4])([CH3:27])[CH3:26]. (4) Given the reactants S(S([O-])=O)([O-])=O.[Na+].[Na+].[CH3:9][CH:10]1[CH2:15][CH2:14][N:13]([C:16]2[CH:21]=[CH:20][C:19]([NH:22][C:23]3[N:28]=[C:27]([S:29][CH2:30][C:31](OC)=[O:32])[C:26]([N+:35]([O-])=O)=[CH:25][N:24]=3)=[CH:18][CH:17]=2)[CH2:12][CH2:11]1.C(N(CC)CC)C, predict the reaction product. The product is: [CH3:9][CH:10]1[CH2:11][CH2:12][N:13]([C:16]2[CH:21]=[CH:20][C:19]([NH:22][C:23]3[N:24]=[CH:25][C:26]4[NH:35][C:31](=[O:32])[CH2:30][S:29][C:27]=4[N:28]=3)=[CH:18][CH:17]=2)[CH2:14][CH2:15]1. (5) Given the reactants [Cl:1][C:2]1[CH:3]=[CH:4][C:5]2[N:9]=[CH:8][N:7]([C@@H:10]3[O:27][CH2:26][C@@H:21]([O:22][C:23](=[O:25])[CH3:24])[C@@H:16]([O:17][C:18](=[O:20])[CH3:19])[C@H:11]3[O:12][C:13](=[O:15])[CH3:14])[C:6]=2[CH:28]=1.[Br:29]N1C(=O)CCC1=O, predict the reaction product. The product is: [Br:29][C:8]1[N:7]([C@@H:10]2[O:27][CH2:26][C@@H:21]([O:22][C:23](=[O:25])[CH3:24])[C@@H:16]([O:17][C:18](=[O:20])[CH3:19])[C@H:11]2[O:12][C:13](=[O:15])[CH3:14])[C:6]2[CH:28]=[C:2]([Cl:1])[CH:3]=[CH:4][C:5]=2[N:9]=1. (6) The product is: [F:24][C:19]([P:25]([C:26]([F:31])([F:32])[C:27]([F:28])([F:29])[F:30])[O:11][CH2:1][CH2:2][CH2:3][CH2:4][CH2:5][CH2:6][CH2:7][CH2:8][CH:9]=[CH2:10])([F:18])[C:20]([F:23])([F:22])[F:21]. Given the reactants [CH2:1]([OH:11])[CH2:2][CH2:3][CH2:4][CH2:5][CH2:6][CH2:7][CH2:8][CH:9]=[CH2:10].C([O-])([O-])=O.[K+].[K+].[F:18][C:19]([P:25](Cl)[C:26]([F:32])([F:31])[C:27]([F:30])([F:29])[F:28])([F:24])[C:20]([F:23])([F:22])[F:21], predict the reaction product.